From a dataset of Reaction yield outcomes from USPTO patents with 853,638 reactions. Predict the reaction yield, written as a fraction of the theoretical maximum amount of product (1.0 means a 100% yield; for example, 0.34 means a 34% yield). (1) The reactants are [F:1][C:2]1[CH:28]=[C:27]([F:29])[CH:26]=[CH:25][C:3]=1[O:4][C:5]1[CH:10]=[CH:9][C:8]([NH:11][S:12]([CH3:15])(=[O:14])=[O:13])=[CH:7][C:6]=1[C:16]1[CH:21]=[C:20]([CH3:22])[C:19](=[O:23])[N:18]([CH3:24])[CH:17]=1.C([O-])([O-])=O.[Cs+].[Cs+].CC1C=CC(S(O[CH:47]2[CH2:50][O:49][CH2:48]2)(=O)=O)=CC=1. The catalyst is CN(C=O)C. The product is [F:1][C:2]1[CH:28]=[C:27]([F:29])[CH:26]=[CH:25][C:3]=1[O:4][C:5]1[CH:10]=[CH:9][C:8]([N:11]([CH:47]2[CH2:50][O:49][CH2:48]2)[S:12]([CH3:15])(=[O:13])=[O:14])=[CH:7][C:6]=1[C:16]1[CH:21]=[C:20]([CH3:22])[C:19](=[O:23])[N:18]([CH3:24])[CH:17]=1. The yield is 0.380. (2) The reactants are [Br:1][C:2]1[CH:7]=[CH:6][C:5]([O:8][CH2:9][CH2:10]Br)=[CH:4][CH:3]=1.[NH:12]1[CH:16]=[CH:15][CH:14]=[N:13]1.C(=O)([O-])[O-].[Cs+].[Cs+]. The catalyst is C(#N)C. The product is [Br:1][C:2]1[CH:7]=[CH:6][C:5]([O:8][CH2:9][CH2:10][N:12]2[CH:16]=[CH:15][CH:14]=[N:13]2)=[CH:4][CH:3]=1. The yield is 1.00.